From a dataset of Full USPTO retrosynthesis dataset with 1.9M reactions from patents (1976-2016). Predict the reactants needed to synthesize the given product. Given the product [Cl:24][C:4]1[CH:3]=[C:2]([C:31]2[CH:32]=[CH:33][C:28]([CH2:27][C:25]#[N:26])=[CH:29][CH:30]=2)[CH:7]=[CH:6][C:5]=1[CH:8]([CH3:23])[C:9]([OH:14])([C:15]1[CH:16]=[CH:17][C:18](=[O:22])[N:19]([CH3:21])[CH:20]=1)[C:10]([F:13])([F:12])[F:11], predict the reactants needed to synthesize it. The reactants are: Br[C:2]1[CH:7]=[CH:6][C:5]([CH:8]([CH3:23])[C:9]([C:15]2[CH:16]=[CH:17][C:18](=[O:22])[N:19]([CH3:21])[CH:20]=2)([OH:14])[C:10]([F:13])([F:12])[F:11])=[C:4]([Cl:24])[CH:3]=1.[C:25]([CH2:27][C:28]1[CH:33]=[CH:32][C:31](B(O)O)=[CH:30][CH:29]=1)#[N:26].